This data is from Full USPTO retrosynthesis dataset with 1.9M reactions from patents (1976-2016). The task is: Predict the reactants needed to synthesize the given product. (1) Given the product [C:8]([N:5]1[CH:6]=[C:2]([Br:1])[C:3]([CH3:7])=[N:4]1)([O:10][C:11]([CH3:14])([CH3:13])[CH3:12])=[O:9], predict the reactants needed to synthesize it. The reactants are: [Br:1][C:2]1[C:3]([CH3:7])=[N:4][NH:5][CH:6]=1.[C:8](O[C:8]([O:10][C:11]([CH3:14])([CH3:13])[CH3:12])=[O:9])([O:10][C:11]([CH3:14])([CH3:13])[CH3:12])=[O:9].C([O-])([O-])=O.[Na+].[Na+]. (2) Given the product [CH3:1][C:2]1[N:3]=[CH:4][O:5][C:6]=1[C:7]1[CH:8]=[C:9]([CH:10]=[CH:11][CH:12]=1)[NH2:13], predict the reactants needed to synthesize it. The reactants are: [CH3:1][C:2]1[N:3]=[CH:4][O:5][C:6]=1[C:7]1[CH:12]=[CH:11][CH:10]=[C:9]([N+:13]([O-])=O)[CH:8]=1.